This data is from NCI-60 drug combinations with 297,098 pairs across 59 cell lines. The task is: Regression. Given two drug SMILES strings and cell line genomic features, predict the synergy score measuring deviation from expected non-interaction effect. Drug 1: C1=CN(C=N1)CC(O)(P(=O)(O)O)P(=O)(O)O. Drug 2: COCCOC1=C(C=C2C(=C1)C(=NC=N2)NC3=CC=CC(=C3)C#C)OCCOC.Cl. Cell line: UO-31. Synergy scores: CSS=17.0, Synergy_ZIP=-2.08, Synergy_Bliss=-3.98, Synergy_Loewe=2.20, Synergy_HSA=2.21.